From a dataset of NCI-60 drug combinations with 297,098 pairs across 59 cell lines. Regression. Given two drug SMILES strings and cell line genomic features, predict the synergy score measuring deviation from expected non-interaction effect. (1) Drug 1: CC1C(C(=O)NC(C(=O)N2CCCC2C(=O)N(CC(=O)N(C(C(=O)O1)C(C)C)C)C)C(C)C)NC(=O)C3=C4C(=C(C=C3)C)OC5=C(C(=O)C(=C(C5=N4)C(=O)NC6C(OC(=O)C(N(C(=O)CN(C(=O)C7CCCN7C(=O)C(NC6=O)C(C)C)C)C)C(C)C)C)N)C. Drug 2: C1=NC(=NC(=O)N1C2C(C(C(O2)CO)O)O)N. Cell line: NCI-H322M. Synergy scores: CSS=4.39, Synergy_ZIP=0.274, Synergy_Bliss=9.91, Synergy_Loewe=-9.22, Synergy_HSA=-6.36. (2) Drug 1: C1=CC=C(C=C1)NC(=O)CCCCCCC(=O)NO. Drug 2: C(CC(=O)O)C(=O)CN.Cl. Cell line: NCI-H522. Synergy scores: CSS=23.3, Synergy_ZIP=-6.01, Synergy_Bliss=0.516, Synergy_Loewe=-9.59, Synergy_HSA=1.24. (3) Drug 1: C1CC(=O)NC(=O)C1N2C(=O)C3=CC=CC=C3C2=O. Drug 2: COC1=C2C(=CC3=C1OC=C3)C=CC(=O)O2. Cell line: MALME-3M. Synergy scores: CSS=-1.27, Synergy_ZIP=1.72, Synergy_Bliss=1.17, Synergy_Loewe=1.01, Synergy_HSA=-2.64.